Dataset: Reaction yield outcomes from USPTO patents with 853,638 reactions. Task: Predict the reaction yield, written as a fraction of the theoretical maximum amount of product (1.0 means a 100% yield; for example, 0.34 means a 34% yield). (1) The reactants are [Cl:1][C:2]1[CH:3]=[C:4]([C:9]2[CH2:10][CH2:11][NH:12][CH2:13][CH:14]=2)[CH:5]=[CH:6][C:7]=1[F:8].Cl. The catalyst is [Pt]=O.CO. The product is [Cl:1][C:2]1[CH:3]=[C:4]([CH:9]2[CH2:14][CH2:13][NH:12][CH2:11][CH2:10]2)[CH:5]=[CH:6][C:7]=1[F:8]. The yield is 0.500. (2) The reactants are [NH2:1][CH2:2][CH2:3][NH:4][CH2:5][CH2:6][OH:7].[N:8]#[C:9][Br:10]. No catalyst specified. The product is [BrH:10].[OH:7][CH2:6][CH2:5][N:4]1[CH2:3][CH2:2][N:1]=[C:9]1[NH2:8]. The yield is 0.820. (3) The catalyst is O.O1CCCC1. The reactants are O.[OH-].[Li+].C([O:6][C:7](=[O:33])[C@@H:8]([O:30][CH2:31][CH3:32])[CH2:9][C:10]1[CH:15]=[CH:14][C:13]([O:16][CH2:17][CH2:18][C:19]2[CH:24]=[CH:23][C:22]([O:25][S:26]([CH3:29])(=[O:28])=[O:27])=[CH:21][CH:20]=2)=[CH:12][CH:11]=1)C. The yield is 0.720. The product is [CH2:31]([O:30][C@@H:8]([CH2:9][C:10]1[CH:11]=[CH:12][C:13]([O:16][CH2:17][CH2:18][C:19]2[CH:20]=[CH:21][C:22]([O:25][S:26]([CH3:29])(=[O:27])=[O:28])=[CH:23][CH:24]=2)=[CH:14][CH:15]=1)[C:7]([OH:33])=[O:6])[CH3:32]. (4) The reactants are [CH3:1][CH:2]([OH:5])[CH2:3][NH2:4].C(N(CC)CC)C.[C:13](Cl)(=[O:20])[C:14]1[CH:19]=[CH:18][CH:17]=[CH:16][CH:15]=1. The catalyst is C(Cl)Cl. The product is [OH:5][CH:2]([CH3:1])[CH2:3][NH:4][C:13](=[O:20])[C:14]1[CH:19]=[CH:18][CH:17]=[CH:16][CH:15]=1. The yield is 0.880. (5) The reactants are [NH2:1][C:2]1[CH:25]=[CH:24][C:23]([N:26]2[CH2:31][CH2:30][CH2:29][CH2:28][CH2:27]2)=[CH:22][C:3]=1[C:4]([NH:6][C:7]1[CH:11]=[CH:10][N:9]([C:12]2[CH:17]=[CH:16][CH:15]=[C:14]([C:18]([F:21])([F:20])[F:19])[CH:13]=2)[N:8]=1)=[O:5].[CH2:32]([N:34]([CH2:49][CH3:50])[CH2:35][CH2:36][N:37]([CH2:39][C:40]1[CH:41]=[C:42]([CH:46]=[CH:47][CH:48]=1)[C:43](O)=[O:44])[CH3:38])[CH3:33].CCN=C=NCCCN(C)C.Cl. The catalyst is ClCCl.CN(C)C1C=CN=CC=1. The product is [CH2:49]([N:34]([CH2:32][CH3:33])[CH2:35][CH2:36][N:37]([CH2:39][C:40]1[CH:41]=[C:42]([CH:46]=[CH:47][CH:48]=1)[C:43]([NH:1][C:2]1[CH:25]=[CH:24][C:23]([N:26]2[CH2:31][CH2:30][CH2:29][CH2:28][CH2:27]2)=[CH:22][C:3]=1[C:4]([NH:6][C:7]1[CH:11]=[CH:10][N:9]([C:12]2[CH:17]=[CH:16][CH:15]=[C:14]([C:18]([F:20])([F:21])[F:19])[CH:13]=2)[N:8]=1)=[O:5])=[O:44])[CH3:38])[CH3:50]. The yield is 0.320. (6) The reactants are [NH2:1][C:2]1[S:3][C:4]([C:8]([OH:10])=O)=[C:5]([CH3:7])[N:6]=1.C(N(CC)C(C)C)(C)C.Cl.CN(C)CCCN=C=NCC.O.ON1C2C=CC=CC=2N=N1.[CH2:43]([NH2:50])[C:44]1[CH:49]=[CH:48][CH:47]=[CH:46][CH:45]=1. The catalyst is CN(C)C=O.C(OCC)(=O)C. The product is [NH2:1][C:2]1[S:3][C:4]([C:8]([NH:50][CH2:43][C:44]2[CH:49]=[CH:48][CH:47]=[CH:46][CH:45]=2)=[O:10])=[C:5]([CH3:7])[N:6]=1. The yield is 0.600.